The task is: Predict the reaction yield, written as a fraction of the theoretical maximum amount of product (1.0 means a 100% yield; for example, 0.34 means a 34% yield).. This data is from Reaction yield outcomes from USPTO patents with 853,638 reactions. (1) The reactants are C(N(C(C)C)CC)(C)C.[NH2:10][C@@H:11]1[CH2:15][CH2:14][N:13]([C:16]2[C:25]3[C:20](=[CH:21][C:22]([CH3:26])=[CH:23][CH:24]=3)[N:19]=[C:18]([C:27]3[C:32]([F:33])=[CH:31][CH:30]=[CH:29][C:28]=3[OH:34])[N:17]=2)[CH2:12]1.Cl[C:36]([O:38][CH2:39][C:40]([CH3:43])([CH3:42])[CH3:41])=[O:37].ClC([O-])=O. The catalyst is C1COCC1. The product is [F:33][C:32]1[CH:31]=[CH:30][CH:29]=[C:28]([OH:34])[C:27]=1[C:18]1[N:17]=[C:16]([N:13]2[CH2:14][CH2:15][C@@H:11]([NH:10][C:36](=[O:37])[O:38][CH2:39][C:40]([CH3:43])([CH3:42])[CH3:41])[CH2:12]2)[C:25]2[C:20](=[CH:21][C:22]([CH3:26])=[CH:23][CH:24]=2)[N:19]=1. The yield is 0.940. (2) The reactants are N[CH2:2][C:3]([C:6]1[NH:7][C:8]2[C:13]([CH:14]=1)=[CH:12][C:11]([NH:15][C:16]([C:18]1([C:21]3[CH:29]=[CH:28][C:24]4[O:25][CH2:26][O:27][C:23]=4[CH:22]=3)[CH2:20][CH2:19]1)=[O:17])=[CH:10][CH:9]=2)(C)[CH3:4].C(=O)([O-])[O-].[K+].[K+].IC.O.[CH3:39][N:40]([CH:42]=O)[CH3:41]. No catalyst specified. The product is [O:25]1[C:24]2[CH:28]=[CH:29][C:21]([C:18]3([C:16]([NH:15][C:11]4[CH:12]=[C:13]5[C:8](=[CH:9][CH:10]=4)[NH:7][C:6]([C:3]([CH3:4])([CH3:2])[CH2:42][N:40]([CH3:39])[CH3:41])=[CH:14]5)=[O:17])[CH2:20][CH2:19]3)=[CH:22][C:23]=2[O:27][CH2:26]1. The yield is 0.330. (3) The reactants are [C:1]([O:5][C:6]([C:8]1[CH:9]=[C:10]([S:19]([NH2:22])(=[O:21])=[O:20])[C:11]2[C:16]([C:17]=1[OH:18])=[CH:15][CH:14]=[CH:13][CH:12]=2)=[O:7])([CH3:4])([CH3:3])[CH3:2].[Cl:23][C:24]1[CH:25]=[C:26]([NH:40][C:41](OC2C=CC=CC=2)=[O:42])[C:27](=[CH:38][CH:39]=1)[C:28]([O:30][CH2:31][C:32]1[CH:37]=[CH:36][CH:35]=[CH:34][CH:33]=1)=[O:29]. No catalyst specified. The product is [C:1]([O:5][C:6]([C:8]1[CH:9]=[C:10]([S:19]([NH:22][C:41]([NH:40][C:26]2[CH:25]=[C:24]([Cl:23])[CH:39]=[CH:38][C:27]=2[C:28]([O:30][CH2:31][C:32]2[CH:37]=[CH:36][CH:35]=[CH:34][CH:33]=2)=[O:29])=[O:42])(=[O:20])=[O:21])[C:11]2[C:16](=[CH:15][CH:14]=[CH:13][CH:12]=2)[C:17]=1[OH:18])=[O:7])([CH3:4])([CH3:2])[CH3:3]. The yield is 0.730. (4) The reactants are [Cl:1][C:2]1[CH:7]=[C:6]([Cl:8])[C:5]([S:9]([CH2:11][C:12]([F:15])([F:14])[F:13])=[O:10])=[CH:4][C:3]=1[OH:16].[F:17][C:18]([F:29])([F:28])[C:19]1[CH:24]=[CH:23][C:22]([CH2:25][CH2:26]O)=[CH:21][CH:20]=1.C1(P(C2C=CC=CC=2)C2C=CC=CC=2)C=CC=CC=1.N(C(OC(C)C)=O)=NC(OC(C)C)=O. The product is [F:17][C:18]([F:28])([F:29])[C:19]1[CH:20]=[CH:21][C:22]([CH2:25][CH2:26][O:16][C:3]2[CH:4]=[C:5]([S:9]([CH2:11][C:12]([F:13])([F:15])[F:14])=[O:10])[C:6]([Cl:8])=[CH:7][C:2]=2[Cl:1])=[CH:23][CH:24]=1. The catalyst is O1CCCC1.C(OCC)(=O)C.CCCCCC. The yield is 0.520. (5) The reactants are [CH3:1][CH:2]([CH2:4][CH2:5][CH2:6][C@H:7]([C@@H:9]1[C@:26]2([CH3:27])[C@H:12]([C@H:13]3[C@H:23]([CH2:24][CH2:25]2)[C@:21]2([CH3:22])[C:16]([CH2:17][C@@H:18]([N:28](S(C4C=CC=CC=4[N+]([O-])=O)(=O)=O)[CH2:29][CH2:30][CH2:31][NH:32][C:33](=[O:62])[CH2:34][CH2:35][NH:36][C:37](=[O:61])[CH2:38][CH2:39][NH:40][C:41](=[O:60])[CH2:42][CH2:43][CH2:44][CH2:45][CH2:46][NH:47][C:48]4[C:53]5=[N:54][O:55][N:56]=[C:52]5[C:51]([N+:57]([O-:59])=[O:58])=[CH:50][CH:49]=4)[CH2:19][CH2:20]2)=[CH:15][CH2:14]3)[CH2:11][CH2:10]1)[CH3:8])[CH3:3].C([O-])([O-])=O.[K+].[K+].C1(S)C=CC=CC=1. The catalyst is CN(C)C=O.O1CCCC1. The product is [CH3:3][CH:2]([CH2:4][CH2:5][CH2:6][C@H:7]([C@@H:9]1[C@:26]2([CH3:27])[C@H:12]([C@H:13]3[C@H:23]([CH2:24][CH2:25]2)[C@:21]2([CH3:22])[C:16]([CH2:17][C@@H:18]([NH:28][CH2:29][CH2:30][CH2:31][NH:32][C:33](=[O:62])[CH2:34][CH2:35][NH:36][C:37](=[O:61])[CH2:38][CH2:39][NH:40][C:41](=[O:60])[CH2:42][CH2:43][CH2:44][CH2:45][CH2:46][NH:47][C:48]4[C:53]5=[N:54][O:55][N:56]=[C:52]5[C:51]([N+:57]([O-:59])=[O:58])=[CH:50][CH:49]=4)[CH2:19][CH2:20]2)=[CH:15][CH2:14]3)[CH2:11][CH2:10]1)[CH3:8])[CH3:1]. The yield is 0.520. (6) The reactants are FC(F)C1N2N=C(N3CCNCC3)C=CC2=NN=1.[F:19][CH:20]([F:48])[C:21]1[C:46]([F:47])=[CH:45][CH:44]=[CH:43][C:22]=1[CH2:23][N:24]1[CH2:29][CH2:28][N:27]([C:30]2[CH:31]=[CH:32][C:33]3[N:34]([C:36]([C:39](F)([F:41])[F:40])=[N:37][N:38]=3)[N:35]=2)[CH2:26][CH2:25]1. No catalyst specified. The product is [F:41][CH:39]([F:40])[C:36]1[N:34]2[N:35]=[C:30]([N:27]3[CH2:26][CH2:25][N:24]([CH2:23][C:22]4[CH:43]=[CH:44][CH:45]=[C:46]([F:47])[C:21]=4[CH:20]([F:19])[F:48])[CH2:29][CH2:28]3)[CH:31]=[CH:32][C:33]2=[N:38][N:37]=1. The yield is 0.390. (7) The reactants are C([O:3][C:4]([C:6]1[C:15](=[O:16])[C:14]2[C:9](=[N:10][C:11]([O:26][CH3:27])=[C:12]([CH2:17][C:18]3[CH:23]=[CH:22][CH:21]=[C:20]([Cl:24])[C:19]=3[F:25])[CH:13]=2)[N:8]([C@H:28]([C:32](C)(C)[O:33][SiH2]C(C)(C)C)[CH:29]([CH3:31])[CH3:30])[CH:7]=1)=[O:5])C.C[O-].[Na+]. The catalyst is CO.O. The product is [Cl:24][C:20]1[C:19]([F:25])=[C:18]([CH:23]=[CH:22][CH:21]=1)[CH2:17][C:12]1[CH:13]=[C:14]2[C:9](=[N:10][C:11]=1[O:26][CH3:27])[N:8]([C@H:28]([CH2:32][OH:33])[CH:29]([CH3:31])[CH3:30])[CH:7]=[C:6]([C:4]([OH:5])=[O:3])[C:15]2=[O:16]. The yield is 0.790. (8) The reactants are [Si:1]([O:8][CH2:9][C:10]1[N:11]([CH3:22])[C:12]2[C:17]([CH:18]=1)=[C:16](Cl)[C:15]([CH:20]=[O:21])=[CH:14][CH:13]=2)([C:4]([CH3:7])([CH3:6])[CH3:5])([CH3:3])[CH3:2].[CH:23]([B-](F)(F)F)=[CH2:24].[K+].C([O-])([O-])=O.[K+].[K+].O1CCOCC1. The catalyst is CC([O-])=O.CC([O-])=O.[Pd+2].COC1C=CC=C(OC)C=1C1C=CC=CC=1P(C1CCCCC1)C1CCCCC1.O. The product is [Si:1]([O:8][CH2:9][C:10]1[N:11]([CH3:22])[C:12]2[C:17]([CH:18]=1)=[C:16]([CH:23]=[CH2:24])[C:15]([CH:20]=[O:21])=[CH:14][CH:13]=2)([C:4]([CH3:7])([CH3:6])[CH3:5])([CH3:3])[CH3:2]. The yield is 0.650. (9) The reactants are [O:1]=[C:2]1[CH:11]([N:12]2[CH2:17][CH2:16][N:15](C(OC(C)(C)C)=O)[CH2:14][CH2:13]2)[CH2:10][C:9]2[C:4](=[CH:5][CH:6]=[CH:7][CH:8]=2)[NH:3]1.N1CCC(C2CC3C(=CC=CC=3)NC2=O)CC1. No catalyst specified. The product is [N:12]1([CH:11]2[CH2:10][C:9]3[C:4](=[CH:5][CH:6]=[CH:7][CH:8]=3)[NH:3][C:2]2=[O:1])[CH2:13][CH2:14][NH:15][CH2:16][CH2:17]1. The yield is 1.00.